The task is: Predict the product of the given reaction.. This data is from Forward reaction prediction with 1.9M reactions from USPTO patents (1976-2016). (1) Given the reactants [Br:1][C:2]1[CH:7]=[CH:6][C:5]([OH:8])=[CH:4][N:3]=1.[CH:9]([C:12]1[N:16]=[C:15]([N:17]2[CH2:22][CH2:21][CH:20]([CH2:23][CH2:24][CH2:25]O)[CH2:19][CH2:18]2)[O:14][N:13]=1)([CH3:11])[CH3:10], predict the reaction product. The product is: [Br:1][C:2]1[CH:7]=[CH:6][C:5]([O:8][CH2:25][CH2:24][CH2:23][CH:20]2[CH2:21][CH2:22][N:17]([C:15]3[O:14][N:13]=[C:12]([CH:9]([CH3:10])[CH3:11])[N:16]=3)[CH2:18][CH2:19]2)=[CH:4][N:3]=1. (2) Given the reactants [CH3:1][CH:2]([CH3:15])[CH2:3][C:4]([C:6]1[CH:14]=[CH:13][C:9]([C:10]([OH:12])=O)=[CH:8][CH:7]=1)=[O:5].F[P-](F)(F)(F)(F)F.N1(OC(N(C)C)=[N+](C)C)C2N=CC=CC=2N=N1.Cl.[NH2:41][CH2:42][CH2:43][C:44]([O:46][CH3:47])=[O:45].C(N(CC)CC)C, predict the reaction product. The product is: [CH3:15][CH:2]([CH3:1])[CH2:3][C:4]([C:6]1[CH:7]=[CH:8][C:9]([C:10]([NH:41][CH2:42][CH2:43][C:44]([O:46][CH3:47])=[O:45])=[O:12])=[CH:13][CH:14]=1)=[O:5]. (3) Given the reactants [C:1]([O:5][C:6](=[O:27])[CH2:7][C@@H:8]([CH2:15]OS(C1C=CC(C)=CC=1)(=O)=O)[CH2:9][C@H:10]([CH3:14])[CH2:11][CH2:12][CH3:13])([CH3:4])([CH3:3])[CH3:2].[N-:28]=[N+:29]=[N-:30].[Na+], predict the reaction product. The product is: [C:1]([O:5][C:6](=[O:27])[CH2:7][C@@H:8]([CH2:15][N:28]=[N+:29]=[N-:30])[CH2:9][C@H:10]([CH3:14])[CH2:11][CH2:12][CH3:13])([CH3:4])([CH3:3])[CH3:2]. (4) Given the reactants [C:1]([O-])([O-])=O.[Cs+].[Cs+].[C:7]([O:11][C:12]([CH2:14][C@H:15]1[CH2:18][C@@H:17]([C:19]([OH:21])=[O:20])[C:16]1([CH3:23])[CH3:22])=[O:13])([CH3:10])([CH3:9])[CH3:8].CCOC(C)=O, predict the reaction product. The product is: [C:7]([O:11][C:12]([CH2:14][C@H:15]1[CH2:18][C@@H:17]([C:19]([O:21][CH3:1])=[O:20])[C:16]1([CH3:23])[CH3:22])=[O:13])([CH3:10])([CH3:8])[CH3:9]. (5) Given the reactants C(C1N=C(N2CCC(F)(F)C2)C2N=NN(CC)C=2N=1)(C)(C)C.[C:23]([C:27]1[N:28]=[C:29]([N:36]2[CH2:42][C:38]3([CH2:41][O:40][CH2:39]3)[CH2:37]2)[C:30]2[N:35]=[N:34][NH:33][C:31]=2[N:32]=1)([CH3:26])([CH3:25])[CH3:24].Cl[CH2:44][C:45]1[O:49][N:48]=[C:47]([CH3:50])[N:46]=1, predict the reaction product. The product is: [C:23]([C:27]1[N:28]=[C:29]([N:36]2[CH2:37][C:38]3([CH2:39][O:40][CH2:41]3)[CH2:42]2)[C:30]2[N:35]=[N:34][N:33]([CH2:44][C:45]3[O:49][N:48]=[C:47]([CH3:50])[N:46]=3)[C:31]=2[N:32]=1)([CH3:26])([CH3:24])[CH3:25]. (6) Given the reactants C([O:5][C:6](=[O:46])[CH2:7][CH2:8][N:9](C(OC(C)(C)C)=O)[CH2:10][C:11](=[O:38])[N:12]1[C:20]2[C:15](=[CH:16][C:17]([CH2:21][CH2:22][C:23]3[S:24][C:25]([C:34]([F:37])([F:36])[F:35])=[C:26]([C:28]4[CH:33]=[CH:32][CH:31]=[CH:30][CH:29]=4)[CH:27]=3)=[CH:18][CH:19]=2)[CH2:14][CH2:13]1)(C)(C)C.[C:47]([OH:53])([C:49]([F:52])([F:51])[F:50])=[O:48], predict the reaction product. The product is: [OH:53][C:47]([C:49]([F:52])([F:51])[F:50])=[O:48].[O:38]=[C:11]([N:12]1[C:20]2[C:15](=[CH:16][C:17]([CH2:21][CH2:22][C:23]3[S:24][C:25]([C:34]([F:37])([F:36])[F:35])=[C:26]([C:28]4[CH:29]=[CH:30][CH:31]=[CH:32][CH:33]=4)[CH:27]=3)=[CH:18][CH:19]=2)[CH2:14][CH2:13]1)[CH2:10][NH:9][CH2:8][CH2:7][C:6]([OH:46])=[O:5]. (7) Given the reactants [OH:1][CH2:2][CH:3]1[CH2:8][CH2:7][N:6]([C:9]([O:11][CH2:12][C:13]2[CH:18]=[CH:17][CH:16]=[CH:15][CH:14]=2)=[O:10])[CH2:5][CH2:4]1.CC(OI1(OC(C)=O)(OC(C)=O)OC(=O)C2C=CC=CC1=2)=O.C(OCC)(=O)C.CCCCCC, predict the reaction product. The product is: [CH:2]([CH:3]1[CH2:8][CH2:7][N:6]([C:9]([O:11][CH2:12][C:13]2[CH:14]=[CH:15][CH:16]=[CH:17][CH:18]=2)=[O:10])[CH2:5][CH2:4]1)=[O:1]. (8) Given the reactants [Cl:1][C:2]1[N:7]=[N:6][C:5]([NH2:8])=[C:4]([O:9][CH3:10])[CH:3]=1.[H-].[Na+].Cl[S:14]([C:17]1[CH:18]=[C:19]([CH:24]=[CH:25][CH:26]=1)[C:20]([O:22][CH3:23])=[O:21])(=[O:16])=[O:15].Cl, predict the reaction product. The product is: [Cl:1][C:2]1[N:7]=[N:6][C:5]([NH:8][S:14]([C:17]2[CH:18]=[C:19]([CH:24]=[CH:25][CH:26]=2)[C:20]([O:22][CH3:23])=[O:21])(=[O:16])=[O:15])=[C:4]([O:9][CH3:10])[CH:3]=1. (9) Given the reactants Br[C:2]1[CH:3]=[C:4]([S:8]([NH:11][CH2:12][CH2:13][CH2:14][N:15]([CH2:18][CH3:19])[CH2:16][CH3:17])(=[O:10])=[O:9])[CH:5]=[CH:6][CH:7]=1.[NH2:20][C:21]1[CH:22]=[C:23]([CH:33]=[CH:34][CH:35]=1)[C:24]([NH:26][C:27]1[CH:32]=[CH:31][N:30]=[CH:29][CH:28]=1)=[O:25].CC(C1C=C(C(C)C)C(C2C=CC=CC=2P(C2CCCCC2)C2CCCCC2)=C(C(C)C)C=1)C.C([O-])([O-])=O.[K+].[K+], predict the reaction product. The product is: [CH2:16]([N:15]([CH2:18][CH3:19])[CH2:14][CH2:13][CH2:12][NH:11][S:8]([C:4]1[CH:3]=[C:2]([NH:20][C:21]2[CH:22]=[C:23]([CH:33]=[CH:34][CH:35]=2)[C:24]([NH:26][C:27]2[CH:32]=[CH:31][N:30]=[CH:29][CH:28]=2)=[O:25])[CH:7]=[CH:6][CH:5]=1)(=[O:10])=[O:9])[CH3:17].